This data is from Peptide-MHC class I binding affinity with 185,985 pairs from IEDB/IMGT. The task is: Regression. Given a peptide amino acid sequence and an MHC pseudo amino acid sequence, predict their binding affinity value. This is MHC class I binding data. (1) The peptide sequence is WILTHTLYR. The MHC is HLA-A25:01 with pseudo-sequence HLA-A25:01. The binding affinity (normalized) is 0.0847. (2) The peptide sequence is KINAWIKGV. The MHC is HLA-A02:06 with pseudo-sequence HLA-A02:06. The binding affinity (normalized) is 0.500. (3) The peptide sequence is HQIWLALRY. The MHC is HLA-A80:01 with pseudo-sequence HLA-A80:01. The binding affinity (normalized) is 0.808. (4) The peptide sequence is NRIDILDSAM. The MHC is HLA-B15:03 with pseudo-sequence HLA-B15:03. The binding affinity (normalized) is 0.00268. (5) The peptide sequence is ITMVNSLTY. The MHC is HLA-B57:01 with pseudo-sequence HLA-B57:01. The binding affinity (normalized) is 0.487.